From a dataset of Full USPTO retrosynthesis dataset with 1.9M reactions from patents (1976-2016). Predict the reactants needed to synthesize the given product. (1) Given the product [CH3:17][NH:18][C:12]([C:5]1[N:4]=[C:3]([C:2]([F:1])([F:16])[F:15])[N:7]2[CH2:8][CH2:9][NH:10][CH2:11][C:6]=12)=[O:14], predict the reactants needed to synthesize it. The reactants are: [F:1][C:2]([F:16])([F:15])[C:3]1[N:7]2[CH2:8][CH2:9][NH:10][CH2:11][C:6]2=[C:5]([C:12]([O-:14])=O)[N:4]=1.[CH3:17][NH2:18]. (2) Given the product [C:2]([O:4][C@H:5]1[C:14]2[C@:15]3([CH3:30])[C:16](/[C:17](=[CH:18]\[N:32]4[CH2:37][CH2:36][CH2:35][CH2:34][CH2:33]4)/[C:23](=[O:24])[O:25][C@@H:26]3[CH2:27][O:28][CH3:29])=[C:20]([OH:19])[C:21](=[O:22])[C:13]=2[CH:8]2[C@@:7]([CH3:31])([C@@H:11]([OH:12])[CH2:10][CH2:9]2)[CH2:6]1)(=[O:3])[CH3:1], predict the reactants needed to synthesize it. The reactants are: [CH3:1][C:2]([O:4][C@H:5]1[C:14]2[C@@:15]3([CH3:30])[C@@H:26]([CH2:27][O:28][CH3:29])[O:25][C:23](=[O:24])[C:17]4=[CH:18][O:19][C:20]([C:21](=[O:22])[C:13]=2[C@@H:8]2[CH2:9][CH2:10][C@H:11]([OH:12])[C@@:7]2([CH3:31])[CH2:6]1)=[C:16]34)=[O:3].[NH:32]1[CH2:37][CH2:36][CH2:35][CH2:34][CH2:33]1. (3) Given the product [C:9]([O:6][CH2:5][CH:4]([O:7][C:9](=[O:26])[CH2:10][CH2:11][CH2:12][CH2:13][CH2:14][CH2:15][CH2:16]/[CH:17]=[CH:18]\[CH2:19][CH2:20][CH2:21][CH2:22][CH2:23][CH3:24])[CH2:3][N:2]([CH3:8])[CH3:1])(=[O:26])[CH2:10][CH2:11][CH2:12][CH2:13][CH2:14][CH2:15][CH2:16]/[CH:17]=[CH:18]\[CH2:19][CH2:20][CH2:21][CH2:34][CH2:33][CH3:32], predict the reactants needed to synthesize it. The reactants are: [CH3:1][N:2]([CH3:8])[CH2:3][CH:4]([OH:7])[CH2:5][OH:6].[C:9]([OH:26])(=O)[CH2:10][CH2:11][CH2:12][CH2:13][CH2:14][CH2:15][CH2:16]/[CH:17]=[CH:18]\[CH2:19][CH2:20][CH2:21][CH2:22][CH2:23][CH3:24].CC[N+]([CH2:32][CH2:33][CH2:34]N(C)C)=C=N. (4) The reactants are: Br[C:2]1[CH:3]=[CH:4][CH:5]=[C:6]2[C:11]=1[N:10]=[CH:9][CH:8]=[CH:7]2.[N:12]1([C:18]([O:20][C:21]([CH3:24])([CH3:23])[CH3:22])=[O:19])[CH2:17][CH2:16][NH:15][CH2:14][CH2:13]1.C[Si]([N-][Si](C)(C)C)(C)C.[Li+]. Given the product [N:10]1[C:11]2[C:6](=[CH:5][CH:4]=[CH:3][C:2]=2[N:15]2[CH2:14][CH2:13][N:12]([C:18]([O:20][C:21]([CH3:24])([CH3:23])[CH3:22])=[O:19])[CH2:17][CH2:16]2)[CH:7]=[CH:8][CH:9]=1, predict the reactants needed to synthesize it. (5) The reactants are: [N+:1]([C:4]1[CH:9]=[CH:8][CH:7]=[C:6]([N+]([O-])=O)[C:5]=1[NH:13][CH2:14][C:15]([F:18])([F:17])[F:16])([O-])=O.C([NH:21]C1C=CC=C(N)C=1N)C. Given the product [F:16][C:15]([F:18])([F:17])[CH2:14][NH:13][C:5]1[CH:6]=[CH:7][CH:8]=[C:9]([NH2:21])[C:4]=1[NH2:1], predict the reactants needed to synthesize it. (6) Given the product [N:9]12[CH2:16][CH2:15][CH:12]([CH2:13][CH2:14]1)[C@@H:11]([O:17][C:18](=[O:26])[C:19]([C:20]1[O:21][CH:22]=[CH:23][CH:24]=1)([OH:25])[C:1]1[CH:6]=[CH:5][CH:4]=[CH:3][CH:2]=1)[CH2:10]2, predict the reactants needed to synthesize it. The reactants are: [C:1]1([Mg]Br)[CH:6]=[CH:5][CH:4]=[CH:3][CH:2]=1.[N:9]12[CH2:16][CH2:15][CH:12]([CH2:13][CH2:14]1)[C@@H:11]([O:17][C:18](=[O:26])[C:19](=[O:25])[C:20]1[O:21][CH:22]=[CH:23][CH:24]=1)[CH2:10]2.[Cl-].[NH4+].CCOCC. (7) Given the product [CH3:15][N:5]1[C:6]2[C:11](=[CH:10][C:9]([N+:12]([O-:14])=[O:13])=[CH:8][CH:7]=2)[CH2:2][C:3]1=[O:4], predict the reactants needed to synthesize it. The reactants are: Cl[CH2:2][C:3]([N:5]([CH3:15])[C:6]1[CH:11]=[CH:10][C:9]([N+:12]([O-:14])=[O:13])=[CH:8][CH:7]=1)=[O:4].C(P(C(C)(C)C)C1C=CC=CC=1C1C=CC=CC=1)(C)(C)C.C(N(CC)CC)C. (8) Given the product [CH2:1]([NH:4][C:45]([C:18]1[CH:19]=[C:20]2[C:24](=[CH:25][C:17]=1[Cl:16])[N:23]([CH3:26])[C:22]([C:27]([NH:28][CH:29]([C:34]1[CH:39]=[CH:38][CH:37]=[C:36]([C:40]([F:42])([F:43])[F:41])[CH:35]=1)[C:30]([F:31])([F:32])[F:33])=[O:44])=[CH:21]2)=[O:46])[CH:2]=[CH2:3], predict the reactants needed to synthesize it. The reactants are: [CH2:1]([NH2:4])[CH:2]=[CH2:3].C[Al](C)C.C1(C)C=CC=CC=1.[Cl:16][C:17]1[CH:25]=[C:24]2[C:20]([CH:21]=[C:22]([C:27](=[O:44])[NH:28][CH:29]([C:34]3[CH:39]=[CH:38][CH:37]=[C:36]([C:40]([F:43])([F:42])[F:41])[CH:35]=3)[C:30]([F:33])([F:32])[F:31])[N:23]2[CH3:26])=[CH:19][C:18]=1[C:45](OCC)=[O:46].